From a dataset of Reaction yield outcomes from USPTO patents with 853,638 reactions. Predict the reaction yield, written as a fraction of the theoretical maximum amount of product (1.0 means a 100% yield; for example, 0.34 means a 34% yield). (1) The reactants are [CH2:1]([O:8][C:9]1[C:17]([F:18])=[C:16]2[C:12]([CH2:13][N:14]([CH2:20][C@H:21]3[CH2:26][CH2:25][C@H:24]([CH2:27][OH:28])[CH2:23][CH2:22]3)[C:15]2=[O:19])=[CH:11][CH:10]=1)[C:2]1[CH:7]=[CH:6][CH:5]=[CH:4][CH:3]=1.O[C:30]1[CH:31]=[C:32]([CH:60]=[CH:61][CH:62]=1)[O:33][CH2:34][C@H:35]([NH:40][C:41]([C:54]1[CH:59]=[CH:58][CH:57]=[CH:56][CH:55]=1)([C:48]1[CH:53]=[CH:52][CH:51]=[CH:50][CH:49]=1)[C:42]1[CH:47]=[CH:46][CH:45]=[CH:44][CH:43]=1)[C:36]([O:38][CH3:39])=[O:37].C1C=CC(P(C2C=CC=CC=2)C2C=CC=CC=2)=CC=1.CCOC(/N=N/C(OCC)=O)=O.C1(C)C=CC=CC=1. The catalyst is C1COCC1. The product is [CH3:39][O:38][C:36](=[O:37])[C@H:35]([CH2:34][O:33][C:32]1[CH:60]=[CH:61][CH:62]=[C:30]([O:28][CH2:27][C@H:24]2[CH2:25][CH2:26][C@H:21]([CH2:20][N:14]3[CH2:13][C:12]4[C:16](=[C:17]([F:18])[C:9]([O:8][CH2:1][C:2]5[CH:7]=[CH:6][CH:5]=[CH:4][CH:3]=5)=[CH:10][CH:11]=4)[C:15]3=[O:19])[CH2:22][CH2:23]2)[CH:31]=1)[NH:40][C:41]([C:42]1[CH:43]=[CH:44][CH:45]=[CH:46][CH:47]=1)([C:54]1[CH:59]=[CH:58][CH:57]=[CH:56][CH:55]=1)[C:48]1[CH:49]=[CH:50][CH:51]=[CH:52][CH:53]=1. The yield is 0.630. (2) The reactants are C([C:3]1[CH:4]=[C:5]2[C:9](=[CH:10][CH:11]=1)[N:8]([CH:12]1[CH2:17][CH2:16][CH2:15][CH2:14][O:13]1)[N:7]=[C:6]2[C:18]1[CH:19]=[C:20]([CH:24]=[CH:25][CH:26]=1)[C:21](O)=[O:22])#N.Cl.[NH2:28][CH:29]1[CH2:37][C:36]2[C:31](=[CH:32][CH:33]=[CH:34][CH:35]=2)[CH2:30]1.C1C=CC2N(O)N=[N:44][C:42]=2C=1.CCN=C=NCCCN(C)C.Cl.C(N(CC)CC)C. The catalyst is C1COCC1.CN(C=O)C. The product is [C:42]([CH:15]1[CH2:14][O:13][CH:12]([N:8]2[C:9]3[C:5](=[CH:4][CH:3]=[CH:11][CH:10]=3)[C:6]([C:18]3[CH:19]=[C:20]([C:21]([NH:28][CH:29]4[CH2:37][C:36]5[C:31](=[CH:32][CH:33]=[CH:34][CH:35]=5)[CH2:30]4)=[O:22])[CH:24]=[CH:25][CH:26]=3)=[N:7]2)[CH2:17][CH2:16]1)#[N:44]. The yield is 0.780. (3) The reactants are [Cl-].O[NH3+:3].[C:4](=[O:7])([O-:6])O.[Na+].CS(C)=O.[CH2:13]([C:17]1[N:18]=[C:19]([CH3:45])[N:20]([CH2:39][C:40]([O:42][CH2:43][CH3:44])=[O:41])[C:21](=[O:38])[C:22]=1[CH2:23][C:24]1[CH:29]=[CH:28][C:27]([C:30]2[CH:35]=[CH:34][CH:33]=[CH:32][C:31]=2[C:36]#[N:37])=[CH:26][CH:25]=1)[CH2:14][CH2:15][CH3:16]. The catalyst is C(OCC)(=O)C. The product is [CH2:13]([C:17]1[N:18]=[C:19]([CH3:45])[N:20]([CH2:39][C:40]([O:42][CH2:43][CH3:44])=[O:41])[C:21](=[O:38])[C:22]=1[CH2:23][C:24]1[CH:29]=[CH:28][C:27]([C:30]2[CH:35]=[CH:34][CH:33]=[CH:32][C:31]=2[C:36]2[NH:3][C:4](=[O:7])[O:6][N:37]=2)=[CH:26][CH:25]=1)[CH2:14][CH2:15][CH3:16]. The yield is 0.510. (4) The reactants are [Cl:1][C:2]1[C:3]2[CH2:10][C:9](=[O:11])[NH:8][C:4]=2[N:5]=[CH:6][N:7]=1.[CH3:12][C:13]1[N:17]=[CH:16][NH:15][C:14]=1[CH:18]=O. No catalyst specified. The product is [Cl:1][C:2]1[C:3]2[C:10](=[CH:18][C:14]3[NH:15][CH:16]=[N:17][C:13]=3[CH3:12])[C:9](=[O:11])[NH:8][C:4]=2[N:5]=[CH:6][N:7]=1. The yield is 0.769.